From a dataset of Reaction yield outcomes from USPTO patents with 853,638 reactions. Predict the reaction yield, written as a fraction of the theoretical maximum amount of product (1.0 means a 100% yield; for example, 0.34 means a 34% yield). (1) The reactants are [CH3:1][N:2]([CH3:7])[CH2:3][CH2:4][NH:5][CH3:6].O.ON1C2C=CC=CC=2N=N1.Cl.C(N=C=NCCCN(C)C)C.[Cl:31][C:32]1[C:40]([F:41])=[N:39][CH:38]=[CH:37][C:33]=1[C:34]([OH:36])=O. The catalyst is O.C(Cl)(Cl)Cl. The product is [Cl:31][C:32]1[C:40]([F:41])=[N:39][CH:38]=[CH:37][C:33]=1[C:34]([N:5]([CH2:4][CH2:3][N:2]([CH3:7])[CH3:1])[CH3:6])=[O:36]. The yield is 0.850. (2) The reactants are [C:1]([C:3]1[C:4]([C:33]2[CH:34]=[N:35][CH:36]=[CH:37][CH:38]=2)=[C:5]([C:10]2[CH:11]=[C:12]([NH:17][C:18]3[CH:19]=[C:20]([CH:30]=[CH:31][CH:32]=3)[O:21][CH2:22][CH2:23][CH2:24]OS(C)(=O)=O)[CH:13]=[CH:14][C:15]=2[CH3:16])[S:6][C:7]=1[S:8][CH3:9])#[N:2].[CH3:39][NH:40][CH3:41].C(N(CC)CC)C.O. The catalyst is C(Cl)Cl. The product is [CH3:39][N:40]([CH3:41])[CH2:24][CH2:23][CH2:22][O:21][C:20]1[CH:19]=[C:18]([NH:17][C:12]2[CH:13]=[CH:14][C:15]([CH3:16])=[C:10]([C:5]3[S:6][C:7]([S:8][CH3:9])=[C:3]([C:1]#[N:2])[C:4]=3[C:33]3[CH:34]=[N:35][CH:36]=[CH:37][CH:38]=3)[CH:11]=2)[CH:32]=[CH:31][CH:30]=1. The yield is 0.950.